Dataset: Full USPTO retrosynthesis dataset with 1.9M reactions from patents (1976-2016). Task: Predict the reactants needed to synthesize the given product. (1) Given the product [NH2:23][C:6]1[C:7]([C:8]([O:10][C:11]2[CH:16]=[CH:15][C:14]([S:17](=[O:21])(=[O:20])[NH:18][CH3:19])=[CH:13][CH:12]=2)=[O:9])=[C:2]([Cl:1])[N:3]=[CH:4][N:5]=1, predict the reactants needed to synthesize it. The reactants are: [Cl:1][C:2]1[C:7]([C:8]([O:10][C:11]2[CH:16]=[CH:15][C:14]([S:17](=[O:21])(=[O:20])[NH:18][CH3:19])=[CH:13][CH:12]=2)=[O:9])=[C:6](Cl)[N:5]=[CH:4][N:3]=1.[NH3:23]. (2) Given the product [NH2:1][C:2]1[N:3]([C:16]2[CH:25]=[CH:24][CH:23]=[C:18]([CH2:19][OH:20])[CH:17]=2)[N:4]=[C:5]2[C:14]3[CH:13]=[CH:12][CH:11]=[CH:10][C:9]=3[NH:8][C:7](=[O:15])[C:6]=12, predict the reactants needed to synthesize it. The reactants are: [NH2:1][C:2]1[N:3]([C:16]2[CH:17]=[C:18]([CH:23]=[CH:24][CH:25]=2)[C:19](OC)=[O:20])[N:4]=[C:5]2[C:14]3[CH:13]=[CH:12][CH:11]=[CH:10][C:9]=3[NH:8][C:7](=[O:15])[C:6]=12.[H-].[Al+3].[Li+].[H-].[H-].[H-].O1CCCC1.S([O-])([O-])(=O)=O.[Na+].[Na+].